Dataset: Forward reaction prediction with 1.9M reactions from USPTO patents (1976-2016). Task: Predict the product of the given reaction. (1) Given the reactants N#N.[F:3][CH:4]1[C:9](=O)[CH2:8][CH2:7][N:6]([C:11]([O:13][C:14]([CH3:17])([CH3:16])[CH3:15])=[O:12])[CH2:5]1.C([O-])(=O)C.[NH4+:22].[BH3-]C#[N:25].[Na+], predict the reaction product. The product is: [NH2:25][C@@H:9]1[CH2:8][CH2:7][N:6]([C:11]([O:13][C:14]([CH3:17])([CH3:16])[CH3:15])=[O:12])[CH2:5][C@H:4]1[F:3].[NH2:22][C@H:9]1[CH2:8][CH2:7][N:6]([C:11]([O:13][C:14]([CH3:16])([CH3:15])[CH3:17])=[O:12])[CH2:5][C@H:4]1[F:3]. (2) Given the reactants C([NH:5][S:6]([C:9]1[CH:14]=[CH:13][CH:12]=[C:11]([C:15]2[N:20]=[C:19]([C:21]3[CH:26]=[C:25]([CH3:27])[CH:24]=[C:23]([C:28]4[CH:33]=[CH:32][C:31]([C:34]([F:37])([F:36])[F:35])=[CH:30][CH:29]=4)[N:22]=3)[CH:18]=[CH:17][N:16]=2)[CH:10]=1)(=[O:8])=[O:7])(C)(C)C.C(O)(C(F)(F)F)=O, predict the reaction product. The product is: [CH3:27][C:25]1[CH:24]=[C:23]([C:28]2[CH:33]=[CH:32][C:31]([C:34]([F:37])([F:35])[F:36])=[CH:30][CH:29]=2)[N:22]=[C:21]([C:19]2[CH:18]=[CH:17][N:16]=[C:15]([C:11]3[CH:10]=[C:9]([S:6]([NH2:5])(=[O:8])=[O:7])[CH:14]=[CH:13][CH:12]=3)[N:20]=2)[CH:26]=1. (3) Given the reactants C([S:8][C:9]1[CH:18]=[C:17]2[C:12]([C:13]([C:19]3[CH:24]=[C:23]([CH3:25])[C:22]([Br:26])=[CH:21][C:20]=3[O:27][CH3:28])=[N:14][CH:15]=[N:16]2)=[CH:11][CH:10]=1)C1C=CC=CC=1.ClN1C(C)(C)C(=[O:37])N(Cl)C1=O.[F:40][C:41]1[C:46]([F:47])=[C:45]([F:48])[C:44]([F:49])=[C:43]([F:50])[C:42]=1[OH:51].C(N(CC)CC)C.[OH2:59], predict the reaction product. The product is: [Br:26][C:22]1[C:23]([CH3:25])=[CH:24][C:19]([C:13]2[C:12]3[C:17](=[CH:18][C:9]([S:8]([O:51][C:42]4[C:41]([F:40])=[C:46]([F:47])[C:45]([F:48])=[C:44]([F:49])[C:43]=4[F:50])(=[O:37])=[O:59])=[CH:10][CH:11]=3)[N:16]=[CH:15][N:14]=2)=[C:20]([O:27][CH3:28])[CH:21]=1. (4) Given the reactants [CH2:1]([CH:8]1[CH2:13][CH2:12][N:11]([C:14](=[O:26])[C:15]([NH:17][C:18]2[CH:23]=[CH:22][C:21](O)=[CH:20][C:19]=2[CH3:25])=[O:16])[CH2:10][CH2:9]1)[C:2]1[CH:7]=[CH:6][CH:5]=[CH:4][CH:3]=1.S(Cl)([Cl:29])=O, predict the reaction product. The product is: [CH2:1]([CH:8]1[CH2:13][CH2:12][N:11]([C:14](=[O:26])[C:15]([NH:17][C:18]2[CH:23]=[CH:22][C:21]([Cl:29])=[CH:20][C:19]=2[CH3:25])=[O:16])[CH2:10][CH2:9]1)[C:2]1[CH:7]=[CH:6][CH:5]=[CH:4][CH:3]=1. (5) Given the reactants [C:1]1([CH2:7][CH2:8][CH2:9][C:10](Cl)=[O:11])[CH:6]=[CH:5][CH:4]=[CH:3][CH:2]=1.FC(F)(F)C(O)=O.[CH2:20]([O:22][C:23](=[O:30])[C@@H:24]1[CH2:28][CH2:27][C@H:26]([CH3:29])[NH:25]1)[CH3:21].C(N(CC)CC)C, predict the reaction product. The product is: [CH2:20]([O:22][C:23](=[O:30])[C@@H:24]1[CH2:28][CH2:27][C@H:26]([CH3:29])[N:25]1[C:10](=[O:11])[CH2:9][CH2:8][CH2:7][C:1]1[CH:6]=[CH:5][CH:4]=[CH:3][CH:2]=1)[CH3:21]. (6) Given the reactants [CH:1]([CH:4]1[NH:9][CH2:8][CH2:7][N:6]2[C:10]3[CH:16]=[C:15]([S:17]([CH3:20])(=[O:19])=[O:18])[CH:14]=[CH:13][C:11]=3[N:12]=[C:5]12)([CH3:3])[CH3:2].Cl[C:22]1[N:27]=[C:26]([C:28]([F:31])([F:30])[F:29])[CH:25]=[CH:24][N:23]=1.CCN(C(C)C)C(C)C.O, predict the reaction product. The product is: [CH:1]([CH:4]1[N:9]([C:22]2[N:27]=[C:26]([C:28]([F:31])([F:30])[F:29])[CH:25]=[CH:24][N:23]=2)[CH2:8][CH2:7][N:6]2[C:10]3[CH:16]=[C:15]([S:17]([CH3:20])(=[O:18])=[O:19])[CH:14]=[CH:13][C:11]=3[N:12]=[C:5]12)([CH3:3])[CH3:2]. (7) Given the reactants COC([C@H]1C[C@H](OC)[C@@H](N[C:13]([C:15]2[S:16][C:17]([Cl:20])=[CH:18][CH:19]=2)=[O:14])C1)=O.NC1C=CC(N2C=CC=CC2=[O:34])=CC=1F, predict the reaction product. The product is: [Cl:20][C:17]1[S:16][C:15]([C:13]([OH:14])=[O:34])=[CH:19][CH:18]=1. (8) Given the reactants [F:1][C:2]([F:15])([F:14])[C:3]1[CH:4]=[C:5]([CH:11]=[CH:12][CH:13]=1)[CH:6]=[CH:7][C:8]([OH:10])=O.CCN=C=NCCCN(C)C.Cl.[NH2:28][C@H:29]1[C@H:34]([O:35][CH3:36])[O:33][C@H:32]([CH2:37][OH:38])[C@@H:31]([OH:39])[C@@H:30]1[OH:40], predict the reaction product. The product is: [OH:40][C@H:30]1[C@H:31]([OH:39])[C@@H:32]([CH2:37][OH:38])[O:33][C@@H:34]([O:35][CH3:36])[C@@H:29]1[NH:28][C:8](=[O:10])/[CH:7]=[CH:6]/[C:5]1[CH:11]=[CH:12][CH:13]=[C:3]([C:2]([F:1])([F:15])[F:14])[CH:4]=1. (9) Given the reactants [OH:1][CH2:2][CH2:3][CH:4]1[CH2:9][N:8]([C:10]([O:12][CH2:13][C:14]2[CH:19]=[CH:18][CH:17]=[CH:16][CH:15]=2)=[O:11])[CH2:7][CH2:6][N:5]1[C:20]([O:22][CH2:23][C:24]1[CH:29]=[CH:28][CH:27]=[CH:26][CH:25]=1)=[O:21].CC(C)=[O:32].OS(O)(=O)=O.O=[Cr](=O)=O, predict the reaction product. The product is: [CH2:23]([O:22][C:20]([N:5]1[CH2:6][CH2:7][N:8]([C:10]([O:12][CH2:13][C:14]2[CH:19]=[CH:18][CH:17]=[CH:16][CH:15]=2)=[O:11])[CH2:9][CH:4]1[CH2:3][C:2]([OH:32])=[O:1])=[O:21])[C:24]1[CH:25]=[CH:26][CH:27]=[CH:28][CH:29]=1.